This data is from Full USPTO retrosynthesis dataset with 1.9M reactions from patents (1976-2016). The task is: Predict the reactants needed to synthesize the given product. The reactants are: [F:1][C:2]1[CH:7]=[C:6]([CH:8]2OC(C)(C)C(C)(C)O2)[CH:5]=[CH:4][C:3]=1[C:17]1[CH:26]=[N:25][C:24]2[NH:23][CH2:22][CH2:21][O:20][C:19]=2[CH:18]=1.Br[C:28]1[CH:33]=[CH:32][CH:31]=C[C:29]=1[S:34]([CH3:37])(=[O:36])=[O:35]. Given the product [F:1][C:2]1[CH:7]=[C:6]([C:8]2[CH:31]=[CH:32][CH:33]=[CH:28][C:29]=2[S:34]([CH3:37])(=[O:36])=[O:35])[CH:5]=[CH:4][C:3]=1[C:17]1[CH:26]=[N:25][C:24]2[NH:23][CH2:22][CH2:21][O:20][C:19]=2[CH:18]=1, predict the reactants needed to synthesize it.